From a dataset of Peptide-MHC class I binding affinity with 185,985 pairs from IEDB/IMGT. Regression. Given a peptide amino acid sequence and an MHC pseudo amino acid sequence, predict their binding affinity value. This is MHC class I binding data. (1) The peptide sequence is AMIELCGAF. The binding affinity (normalized) is 1.00. The MHC is HLA-B15:01 with pseudo-sequence HLA-B15:01. (2) The peptide sequence is LLLEHGQFDL. The MHC is HLA-A02:01 with pseudo-sequence HLA-A02:01. The binding affinity (normalized) is 0.666. (3) The peptide sequence is AFYHLPLHPA. The MHC is Patr-A0701 with pseudo-sequence Patr-A0701. The binding affinity (normalized) is 0.628. (4) The peptide sequence is YEFLQPILL. The MHC is Mamu-B8301 with pseudo-sequence Mamu-B8301. The binding affinity (normalized) is 0. (5) The peptide sequence is KSLYNTVAVLY. The MHC is HLA-B15:17 with pseudo-sequence HLA-B15:17. The binding affinity (normalized) is 0.429. (6) The peptide sequence is WRQEIGHPK. The MHC is HLA-B18:01 with pseudo-sequence HLA-B18:01. The binding affinity (normalized) is 0.0847. (7) The peptide sequence is CTDKFSQLF. The binding affinity (normalized) is 0.0847. The MHC is HLA-B15:01 with pseudo-sequence HLA-B15:01. (8) The peptide sequence is VLYHRYNLV. The MHC is HLA-A26:01 with pseudo-sequence HLA-A26:01. The binding affinity (normalized) is 0.0847.